This data is from Full USPTO retrosynthesis dataset with 1.9M reactions from patents (1976-2016). The task is: Predict the reactants needed to synthesize the given product. Given the product [Br:22][C:23]1[CH:24]=[C:25]([CH:26]2[C:3]3[C:4](=[O:9])[NH:5][N:6]([CH2:7][CH3:8])[C:2]=3[NH:1][C:32]3[CH2:36][CH2:35][C:34](=[O:37])[C:33]2=3)[CH:28]=[CH:29][C:30]=1[F:31], predict the reactants needed to synthesize it. The reactants are: [NH2:1][C:2]1[N:6]([CH2:7][CH3:8])[NH:5][C:4](=[O:9])[CH:3]=1.C(NN)C.C(CC(OCC)=O)#N.[Br:22][C:23]1[CH:24]=[C:25]([CH:28]=[CH:29][C:30]=1[F:31])[CH:26]=O.[C:32]1(=O)[CH2:36][CH2:35][C:34](=[O:37])[CH2:33]1.